Dataset: Full USPTO retrosynthesis dataset with 1.9M reactions from patents (1976-2016). Task: Predict the reactants needed to synthesize the given product. (1) Given the product [CH3:15][O:16][C:17]1[N:22]2[N:23]=[C:24]([C:26]([F:29])([F:27])[F:28])[CH:25]=[C:21]2[C:20]([CH:30]([OH:31])[CH2:14][C:11]2[CH:12]=[CH:13][N:8]=[CH:9][CH:10]=2)=[CH:19][CH:18]=1, predict the reactants needed to synthesize it. The reactants are: C(NC(C)C)(C)C.[N:8]1[CH:13]=[CH:12][C:11]([CH3:14])=[CH:10][CH:9]=1.[CH3:15][O:16][C:17]1[N:22]2[N:23]=[C:24]([C:26]([F:29])([F:28])[F:27])[CH:25]=[C:21]2[C:20]([CH:30]=[O:31])=[CH:19][CH:18]=1.[Cl-].[NH4+]. (2) Given the product [CH3:27][N:28]1[CH:36]=[N:35][C:34]2[C:29]1=[N:30][C:31]([C:56]#[N:57])=[N:32][C:33]=2[C:37]1[CH:38]=[N:39][C:40]([O:47][CH2:48][CH2:49][CH:50]2[CH2:55][CH2:54][N:53]([CH3:4])[CH2:52][CH2:51]2)=[C:41]([C:43]([F:46])([F:44])[F:45])[CH:42]=1, predict the reactants needed to synthesize it. The reactants are: N1(CO)C2C=CC=C[C:4]=2N=N1.C(O[BH-](OC(=O)C)OC(=O)C)(=O)C.[Na+].Cl.[CH3:27][N:28]1[CH:36]=[N:35][C:34]2[C:29]1=[N:30][C:31]([C:56]#[N:57])=[N:32][C:33]=2[C:37]1[CH:38]=[N:39][C:40]([O:47][CH2:48][CH2:49][CH:50]2[CH2:55][CH2:54][NH:53][CH2:52][CH2:51]2)=[C:41]([C:43]([F:46])([F:45])[F:44])[CH:42]=1.C([O-])(O)=O.[Na+]. (3) Given the product [ClH:1].[ClH:1].[NH:19]([C:2]1[C:11]2[C:6](=[CH:7][CH:8]=[CH:9][CH:10]=2)[N:5]=[C:4]([CH3:12])[N:3]=1)[NH2:20], predict the reactants needed to synthesize it. The reactants are: [Cl:1][C:2]1[C:11]2[C:6](=[CH:7][CH:8]=[CH:9][CH:10]=2)[N:5]=[C:4]([CH3:12])[N:3]=1.C(=O)([O-])[O-].[K+].[K+].[NH2:19][NH2:20]. (4) The reactants are: C[O:2][C:3]([C:5]1[CH:6]=[C:7]([C:12]2[CH:17]=[CH:16][C:15]([CH3:18])=[CH:14][CH:13]=2)[CH:8]=[C:9]([I:11])[CH:10]=1)=[O:4].[OH-].[Na+].Cl. Given the product [I:11][C:9]1[CH:10]=[C:5]([C:3]([OH:4])=[O:2])[CH:6]=[C:7]([C:12]2[CH:13]=[CH:14][C:15]([CH3:18])=[CH:16][CH:17]=2)[CH:8]=1, predict the reactants needed to synthesize it.